Dataset: Serine/threonine kinase 33 screen with 319,792 compounds. Task: Binary Classification. Given a drug SMILES string, predict its activity (active/inactive) in a high-throughput screening assay against a specified biological target. (1) The molecule is s1c(NC(=O)CCc2ccc(OC)cc2)ncc1C. The result is 0 (inactive). (2) The compound is s1c(C(=O)C=2C(N(CCCn3ccnc3)C(=O)C2O)c2cc(OC)c(OC)cc2)c(nc1C)C. The result is 0 (inactive). (3) The drug is S(=O)(=O)(N(CC1OCCC1)Cc1cc2c([nH]c1=O)c(ccc2)C)c1ccccc1. The result is 0 (inactive). (4) The molecule is Clc1c(S(=O)(=O)N2CCCCCC2)cc(C(=O)N2CCN(CC2)C)cc1. The result is 0 (inactive). (5) The drug is O(CCCNC(=O)c1cc2ncn(c2cc1)c1c(cc(cc1)C)C)CC. The result is 0 (inactive). (6) The molecule is S(C(c1ccccc1)C(=O)Nc1c(OC)ccc(c1)C)c1sc(Nc2c(F)cccc2)nn1. The result is 0 (inactive).